From a dataset of hERG Central: cardiac toxicity at 1µM, 10µM, and general inhibition. Predict hERG channel inhibition at various concentrations. (1) Results: hERG_inhib (hERG inhibition (general)): blocker. The molecule is CCC(C)(C)c1ccc(OCCCC[n+]2cccc(C)c2C)c(C(C)(C)CC)c1.[Br-]. (2) The compound is CC(C(=O)Nc1cccc([N+](=O)[O-])c1)N1CCN(C/C=C/c2ccccc2)CC1. Results: hERG_inhib (hERG inhibition (general)): blocker.